From a dataset of Full USPTO retrosynthesis dataset with 1.9M reactions from patents (1976-2016). Predict the reactants needed to synthesize the given product. (1) Given the product [CH3:3][Si:2]([C:5]#[C:6][C:7]1[CH:8]=[CH:9][C:10]([N:13]2[C:21]3[C:16](=[CH:17][C:18]([C:34]#[C:33][CH2:32][CH2:31][CH2:30][OH:35])=[CH:19][CH:20]=3)[CH:15]=[CH:14]2)=[CH:11][CH:12]=1)([CH3:4])[CH3:1], predict the reactants needed to synthesize it. The reactants are: [CH3:1][Si:2]([C:5]#[C:6][C:7]1[CH:12]=[CH:11][C:10]([N:13]2[C:21]3[C:16](=[CH:17][C:18](OS(C(F)(F)F)(=O)=O)=[CH:19][CH:20]=3)[CH:15]=[CH:14]2)=[CH:9][CH:8]=1)([CH3:4])[CH3:3].[CH2:30]([OH:35])[CH2:31][CH2:32][C:33]#[CH:34]. (2) Given the product [CH3:54][O:53][C:51]([C:49]1[O:50][C:46]([NH:45][C:28]([C@H:9]2[C@H:8]([C:4]3[CH:5]=[CH:6][CH:7]=[C:2]([Cl:1])[C:3]=3[F:31])[C@:12]([C:15]3[CH:20]=[CH:19][C:18]([Cl:21])=[CH:17][C:16]=3[F:22])([C:13]#[N:14])[C@H:11]([CH2:23][C:24]([CH3:25])([CH3:27])[CH3:26])[NH:10]2)=[O:29])=[CH:47][CH:48]=1)=[O:52], predict the reactants needed to synthesize it. The reactants are: [Cl:1][C:2]1[C:3]([F:31])=[C:4]([CH:8]2[C:12]([C:15]3[CH:20]=[CH:19][C:18]([Cl:21])=[CH:17][C:16]=3[F:22])([C:13]#[N:14])[CH:11]([CH2:23][C:24]([CH3:27])([CH3:26])[CH3:25])[NH:10][CH:9]2[C:28](O)=[O:29])[CH:5]=[CH:6][CH:7]=1.C(Cl)(=O)C(Cl)=O.C(N(CC)CC)C.[NH2:45][C:46]1[O:50][C:49]([C:51]([O:53][CH3:54])=[O:52])=[CH:48][CH:47]=1.